The task is: Regression. Given a peptide amino acid sequence and an MHC pseudo amino acid sequence, predict their binding affinity value. This is MHC class I binding data.. This data is from Peptide-MHC class I binding affinity with 185,985 pairs from IEDB/IMGT. (1) The peptide sequence is FQMGGIGPM. The MHC is HLA-B83:01 with pseudo-sequence HLA-B83:01. The binding affinity (normalized) is 0.213. (2) The peptide sequence is LSDDAVVCY. The MHC is HLA-B40:01 with pseudo-sequence HLA-B40:01. The binding affinity (normalized) is 0.0847. (3) The peptide sequence is RGAPERQRL. The MHC is HLA-A02:01 with pseudo-sequence HLA-A02:01. The binding affinity (normalized) is 0. (4) The MHC is HLA-A02:01 with pseudo-sequence HLA-A02:01. The peptide sequence is SAYIIRVTT. The binding affinity (normalized) is 0.317. (5) The peptide sequence is HTQGYFPDWQ. The MHC is HLA-C06:02 with pseudo-sequence HLA-C06:02. The binding affinity (normalized) is 0. (6) The peptide sequence is FHAPPPSVC. The MHC is HLA-A02:11 with pseudo-sequence HLA-A02:11. The binding affinity (normalized) is 0.0847.